Dataset: Forward reaction prediction with 1.9M reactions from USPTO patents (1976-2016). Task: Predict the product of the given reaction. (1) Given the reactants [CH:1]1[C:13]2[CH:12]([CH2:14][O:15][C:16]([NH:18][C@@H:19]([C:29]([OH:31])=[O:30])[CH2:20][O:21][CH2:22][C:23]3[CH:28]=[CH:27][CH:26]=[CH:25][CH:24]=3)=[O:17])[C:11]3[C:6](=[CH:7][CH:8]=[CH:9][CH:10]=3)[C:5]=2[CH:4]=[CH:3][CH:2]=1.C(OC[CH2:37][CH2:38][CH3:39])(=O)C.S(=O)(=O)(O)O.Cl[CH2:46]Cl, predict the reaction product. The product is: [C:38]([O:30][C:29](=[O:31])[C@@H:19]([CH2:20][O:21][CH2:22][C:23]1[CH:24]=[CH:25][CH:26]=[CH:27][CH:28]=1)[NH:18][C:16]([O:15][CH2:14][CH:12]1[C:13]2[CH:1]=[CH:2][CH:3]=[CH:4][C:5]=2[C:6]2[C:11]1=[CH:10][CH:9]=[CH:8][CH:7]=2)=[O:17])([CH3:37])([CH3:39])[CH3:46]. (2) Given the reactants OC(C(F)(F)F)=O.[CH3:8][O:9][C:10]1[N:15]=[CH:14][C:13]([C:16]2[CH:25]=[CH:24][C:23]3[N:22]=[CH:21][C:20]4[N:26]([CH3:40])[C:27](=[O:39])[N:28]([C:29]5[C:30]([CH3:38])=[N:31][N:32]([CH2:34][C:35]([OH:37])=O)[CH:33]=5)[C:19]=4[C:18]=3[CH:17]=2)=[CH:12][CH:11]=1.[B-](F)(F)(F)F.[CH3:46][N:47](C(ON1C(=O)C=CC=C1)=[N+](C)C)[CH3:48].CCN(C(C)C)C(C)C.CNC.C1COCC1, predict the reaction product. The product is: [CH3:8][O:9][C:10]1[N:15]=[CH:14][C:13]([C:16]2[CH:25]=[CH:24][C:23]3[N:22]=[CH:21][C:20]4[N:26]([CH3:40])[C:27](=[O:39])[N:28]([C:29]5[C:30]([CH3:38])=[N:31][N:32]([CH2:34][C:35]([N:47]([CH3:48])[CH3:46])=[O:37])[CH:33]=5)[C:19]=4[C:18]=3[CH:17]=2)=[CH:12][CH:11]=1. (3) Given the reactants [CH:1](NC(C)C)(C)[CH3:2].[CH2:8]([Li])CCC.[CH3:13][O:14][CH:15]([CH3:20])[C:16]([O:18][CH3:19])=[O:17].C(Br)C=C, predict the reaction product. The product is: [CH3:13][O:14][C:15]([CH3:8])([CH2:20][CH:1]=[CH2:2])[C:16]([O:18][CH3:19])=[O:17]. (4) Given the reactants Cl[C:2]1[N:7]=[C:6]([N:8]2[CH2:13][CH2:12][NH:11][CH2:10][CH2:9]2)[C:5]([Cl:14])=[CH:4][N:3]=1.C(O)(C(F)(F)F)=O.[C:22]([O:26][C:27](=[O:36])[NH:28][C:29]1[CH:34]=[CH:33][CH:32]=[CH:31][C:30]=1[NH2:35])([CH3:25])([CH3:24])[CH3:23], predict the reaction product. The product is: [C:22]([O:26][C:27](=[O:36])[NH:28][C:29]1[CH:34]=[CH:33][CH:32]=[CH:31][C:30]=1[NH:35][C:2]1[N:7]=[C:6]([N:8]2[CH2:13][CH2:12][NH:11][CH2:10][CH2:9]2)[C:5]([Cl:14])=[CH:4][N:3]=1)([CH3:25])([CH3:23])[CH3:24]. (5) Given the reactants [C@H:1]12[CH2:6][C@H:5]1[CH2:4][C@@H:3]([CH2:7][NH:8][C:9]([C:11]1[C:20]3[O:19][CH2:18][CH2:17][O:16][C:15]=3[CH:14]=[CH:13][CH:12]=1)=[O:10])[NH:2]2.[F:21][C:22]1[CH:27]=[CH:26][C:25]([C:28]2[S:32][C:31]([CH3:33])=[N:30][C:29]=2[C:34](O)=[O:35])=[CH:24][CH:23]=1, predict the reaction product. The product is: [F:21][C:22]1[CH:23]=[CH:24][C:25]([C:28]2[S:32][C:31]([CH3:33])=[N:30][C:29]=2[C:34]([N:2]2[C@H:3]([CH2:7][NH:8][C:9]([C:11]3[C:20]4[O:19][CH2:18][CH2:17][O:16][C:15]=4[CH:14]=[CH:13][CH:12]=3)=[O:10])[CH2:4][C@H:5]3[C@@H:1]2[CH2:6]3)=[O:35])=[CH:26][CH:27]=1. (6) Given the reactants C(N(CC)CC)C.Cl.[CH3:9][S:10]([C:13]1[CH:32]=[CH:31][C:16]([CH2:17][O:18][C:19]2[CH:20]=[N:21][C:22]([N:25]3[CH2:30][CH2:29][NH:28][CH2:27][CH2:26]3)=[N:23][CH:24]=2)=[CH:15][CH:14]=1)(=[O:12])=[O:11].[C:33](=O)([O:41][CH:42]([CH3:47])[C:43]([F:46])([F:45])[F:44])[O:34]C1C=CC=CC=1.C(Cl)(Cl)Cl, predict the reaction product. The product is: [CH3:9][S:10]([C:13]1[CH:14]=[CH:15][C:16]([CH2:17][O:18][C:19]2[CH:20]=[N:21][C:22]([N:25]3[CH2:30][CH2:29][N:28]([C:33]([O:41][CH:42]([CH3:47])[C:43]([F:46])([F:45])[F:44])=[O:34])[CH2:27][CH2:26]3)=[N:23][CH:24]=2)=[CH:31][CH:32]=1)(=[O:12])=[O:11]. (7) Given the reactants [C:1]([O:5][C:6]([NH:8][CH2:9][C@H:10]1[CH2:15][CH2:14][C@H:13]([C:16]([NH:18][C@H:19]([C:37](=[O:50])[NH:38][C:39]2[CH:44]=[CH:43][C:42]([C:45]3[N:46]=[N:47][NH:48][N:49]=3)=[CH:41][CH:40]=2)[CH2:20][C:21]2[CH:26]=[CH:25][C:24]([C:27]3[CH:32]=[CH:31][C:30]([C:33](O)=[O:34])=[CH:29][C:28]=3[Cl:36])=[CH:23][CH:22]=2)=[O:17])[CH2:12][CH2:11]1)=[O:7])([CH3:4])([CH3:3])[CH3:2].[CH:51]1([CH:54]([NH2:56])[CH3:55])[CH2:53][CH2:52]1.C(N(CC)C(C)C)(C)C.F[P-](F)(F)(F)(F)F.CN(C(ON1C2=NC=CC=C2N=N1)=[N+](C)C)C, predict the reaction product. The product is: [Cl:36][C:28]1[CH:29]=[C:30]([C:33](=[O:34])[NH:56][CH:54]([CH:51]2[CH2:53][CH2:52]2)[CH3:55])[CH:31]=[CH:32][C:27]=1[C:24]1[CH:25]=[CH:26][C:21]([CH2:20][C@H:19]([NH:18][C:16]([C@H:13]2[CH2:12][CH2:11][C@H:10]([CH2:9][NH:8][C:6](=[O:7])[O:5][C:1]([CH3:3])([CH3:2])[CH3:4])[CH2:15][CH2:14]2)=[O:17])[C:37](=[O:50])[NH:38][C:39]2[CH:44]=[CH:43][C:42]([C:45]3[NH:49][N:48]=[N:47][N:46]=3)=[CH:41][CH:40]=2)=[CH:22][CH:23]=1. (8) Given the reactants C1(P(C2C=CC=CC=2)C2C=CC=CC=2)C=CC=CC=1.Br[C:21]1[N:26]=[C:25]([C:27](=[O:31])[CH2:28][O:29][CH3:30])[CH:24]=[CH:23][CH:22]=1.CC1(C)C(C)(C)OB([C:40]2[CH:41]=[N:42][N:43]([C:45]3[CH:46]=[N:47][CH:48]=[CH:49][CH:50]=3)[CH:44]=2)O1.C(=O)([O-])[O-].[K+].[K+], predict the reaction product. The product is: [CH3:30][O:29][CH2:28][C:27]([C:25]1[CH:24]=[CH:23][CH:22]=[C:21]([C:40]2[CH:41]=[N:42][N:43]([C:45]3[CH:46]=[N:47][CH:48]=[CH:49][CH:50]=3)[CH:44]=2)[N:26]=1)=[O:31].